Dataset: NCI-60 drug combinations with 297,098 pairs across 59 cell lines. Task: Regression. Given two drug SMILES strings and cell line genomic features, predict the synergy score measuring deviation from expected non-interaction effect. Drug 1: CCC(=C(C1=CC=CC=C1)C2=CC=C(C=C2)OCCN(C)C)C3=CC=CC=C3.C(C(=O)O)C(CC(=O)O)(C(=O)O)O. Drug 2: CC12CCC3C(C1CCC2O)C(CC4=C3C=CC(=C4)O)CCCCCCCCCS(=O)CCCC(C(F)(F)F)(F)F. Cell line: MALME-3M. Synergy scores: CSS=0.636, Synergy_ZIP=0.739, Synergy_Bliss=3.94, Synergy_Loewe=2.99, Synergy_HSA=0.603.